From a dataset of Peptide-MHC class II binding affinity with 134,281 pairs from IEDB. Regression. Given a peptide amino acid sequence and an MHC pseudo amino acid sequence, predict their binding affinity value. This is MHC class II binding data. The MHC is DRB1_0101 with pseudo-sequence DRB1_0101. The binding affinity (normalized) is 0.756. The peptide sequence is EKKYFAATQFMPLAA.